Dataset: Full USPTO retrosynthesis dataset with 1.9M reactions from patents (1976-2016). Task: Predict the reactants needed to synthesize the given product. (1) Given the product [F:35][C:36]([F:50])([F:49])[C:37]1[CH:38]=[C:39]([CH:42]=[C:43]([C:45]([F:48])([F:47])[F:46])[CH:44]=1)[CH2:40][N:2]([CH3:1])[C:3]([C:5]1[C:6]([C:18]2[CH:23]=[CH:22][CH:21]=[CH:20][C:19]=2[CH3:24])=[CH:7][C:8]([N:11]2[CH2:12][CH2:13][N:14]([CH3:17])[CH2:15][CH2:16]2)=[CH:9][CH:10]=1)=[O:4], predict the reactants needed to synthesize it. The reactants are: [CH3:1][NH:2][C:3]([C:5]1[C:6]([C:18]2[CH:23]=[CH:22][CH:21]=[CH:20][C:19]=2[CH3:24])=[CH:7][C:8]([N:11]2[CH2:16][CH2:15][N:14]([CH3:17])[CH2:13][CH2:12]2)=[CH:9][CH:10]=1)=[O:4].C[Si](C)(C)[N-][Si](C)(C)C.[K+].[F:35][C:36]([F:50])([F:49])[C:37]1[CH:38]=[C:39]([CH:42]=[C:43]([C:45]([F:48])([F:47])[F:46])[CH:44]=1)[CH2:40]Br. (2) Given the product [CH3:22][N:14]([CH2:13][CH2:12][CH2:11][N:10]1[CH2:9][CH2:8][S:7][C:6]2[CH:23]=[C:2]([NH:1][C:30]([C:26]3[S:25][CH:29]=[CH:28][CH:27]=3)=[NH:31])[CH:3]=[CH:4][C:5]1=2)[C:15](=[O:21])[O:16][C:17]([CH3:18])([CH3:19])[CH3:20], predict the reactants needed to synthesize it. The reactants are: [NH2:1][C:2]1[CH:3]=[CH:4][C:5]2[N:10]([CH2:11][CH2:12][CH2:13][N:14]([CH3:22])[C:15](=[O:21])[O:16][C:17]([CH3:20])([CH3:19])[CH3:18])[CH2:9][CH2:8][S:7][C:6]=2[CH:23]=1.I.[S:25]1[CH:29]=[CH:28][CH:27]=[C:26]1[C:30](SC)=[NH:31].C([O-])(O)=O.[Na+].